Dataset: Full USPTO retrosynthesis dataset with 1.9M reactions from patents (1976-2016). Task: Predict the reactants needed to synthesize the given product. (1) Given the product [CH:1]([NH:4][CH2:5][C:6]1[C:7]([C:21]([OH:23])=[O:22])=[N:8][O:9][C:10]=1[C:11]1[CH:12]=[CH:13][C:14]([C:17]([F:19])([F:18])[F:20])=[CH:15][CH:16]=1)([CH3:3])[CH3:2], predict the reactants needed to synthesize it. The reactants are: [CH:1]([NH:4][CH2:5][C:6]1[C:7]([C:21]([O:23]CC)=[O:22])=[N:8][O:9][C:10]=1[C:11]1[CH:16]=[CH:15][C:14]([C:17]([F:20])([F:19])[F:18])=[CH:13][CH:12]=1)([CH3:3])[CH3:2].[Li+].[OH-].Cl. (2) Given the product [CH:1]1([N:4]([CH:18]2[CH2:23][CH2:22][N:21]([CH2:24][C:25]3([C:30]([F:41])([F:40])[F:29])[CH2:27][CH2:26]3)[CH2:20][CH2:19]2)[C:5](=[O:17])[C:6]2[CH:11]=[CH:10][C:9]([C:12]3[O:16][CH:15]=[N:14][CH:13]=3)=[CH:8][CH:7]=2)[CH2:3][CH2:2]1, predict the reactants needed to synthesize it. The reactants are: [CH:1]1([N:4]([CH:18]2[CH2:23][CH2:22][N:21]([CH2:24][C:25](O)([CH3:27])[CH3:26])[CH2:20][CH2:19]2)[C:5](=[O:17])[C:6]2[CH:11]=[CH:10][C:9]([C:12]3[O:16][CH:15]=[N:14][CH:13]=3)=[CH:8][CH:7]=2)[CH2:3][CH2:2]1.[F:29][C:30]([F:41])([F:40])C1(COS(C)(=O)=O)CC1.C([O-])([O-])=O.[K+].[K+].[I-].[K+]. (3) Given the product [C:20]([O:23][C:24]([N:17]1[C:16]([Br:18])=[CH:15][N:14]=[C:13]1[C@@H:9]1[CH2:10][CH2:11][CH2:12][N:8]1[C:6]([O:5][C:1]([CH3:4])([CH3:2])[CH3:3])=[O:7])=[O:25])([CH3:22])([CH3:21])[CH3:19], predict the reactants needed to synthesize it. The reactants are: [C:1]([O:5][C:6]([N:8]1[CH2:12][CH2:11][CH2:10][CH:9]1[C:13]1[NH:14][CH:15]=[C:16]([Br:18])[N:17]=1)=[O:7])([CH3:4])([CH3:3])[CH3:2].[CH3:19][C:20]([O:23][C:24](O[C:24]([O:23][C:20]([CH3:22])([CH3:21])[CH3:19])=[O:25])=[O:25])([CH3:22])[CH3:21].C(N(CC)CC)C.O. (4) Given the product [Cl:34][C:31]1[CH:30]=[CH:29][C:28]([C:26]2[S:27][C:21]3[C:20](=[O:35])[N:19]([C:16]4[CH:17]=[CH:18][C:13]([O:12][CH:10]5[CH2:9][N:8]([CH3:2])[CH2:11]5)=[C:14]([O:36][CH3:37])[CH:15]=4)[CH:24]=[CH:23][C:22]=3[CH:25]=2)=[CH:33][CH:32]=1, predict the reactants needed to synthesize it. The reactants are: F[C:2](F)(F)C(O)=O.[NH:8]1[CH2:11][CH:10]([O:12][C:13]2[CH:18]=[CH:17][C:16]([N:19]3[CH:24]=[CH:23][C:22]4[CH:25]=[C:26]([C:28]5[CH:33]=[CH:32][C:31]([Cl:34])=[CH:30][CH:29]=5)[S:27][C:21]=4[C:20]3=[O:35])=[CH:15][C:14]=2[O:36][CH3:37])[CH2:9]1.CO.C=O.C([BH3-])#N.[Na+]. (5) Given the product [Cl:26][C:20]1[CH:21]=[C:22]([Cl:25])[CH:23]=[CH:24][C:19]=1[C:18]([C:16]1[O:17][C:13]2[CH:12]=[C:11]([C:7]3[CH:6]=[C:5]([CH2:4][C:3]([OH:31])=[O:2])[CH:10]=[CH:9][CH:8]=3)[CH:30]=[CH:29][C:14]=2[C:15]=1[CH3:28])=[O:27], predict the reactants needed to synthesize it. The reactants are: C[O:2][C:3](=[O:31])[CH2:4][C:5]1[CH:10]=[CH:9][CH:8]=[C:7]([C:11]2[CH:30]=[CH:29][C:14]3[C:15]([CH3:28])=[C:16]([C:18](=[O:27])[C:19]4[CH:24]=[CH:23][C:22]([Cl:25])=[CH:21][C:20]=4[Cl:26])[O:17][C:13]=3[CH:12]=2)[CH:6]=1.CO.O.[OH-].[Li+]. (6) The reactants are: [NH4+].[N:2]#[C:3][S-:4].[CH3:5][C:6]1[CH:7]=[C:8]([CH:10]=[CH:11][C:12]=1[CH3:13])[NH2:9]. Given the product [CH3:5][C:6]1[CH:7]=[C:8]([NH:9][C:3]([NH2:2])=[S:4])[CH:10]=[CH:11][C:12]=1[CH3:13], predict the reactants needed to synthesize it. (7) Given the product [CH3:1][C:2]1[N:6]([CH2:7][C:8]2[C:17]3[C:12](=[CH:13][CH:14]=[CH:15][CH:16]=3)[CH:11]=[CH:10][CH:9]=2)[C:5]2[CH:18]=[C:19]([N:25]3[CH2:30][CH2:29][O:28][CH2:27][CH2:26]3)[CH:20]=[C:21]([C:22]#[N:24])[C:4]=2[N:3]=1, predict the reactants needed to synthesize it. The reactants are: [CH3:1][C:2]1[N:6]([CH2:7][C:8]2[C:17]3[C:12](=[CH:13][CH:14]=[CH:15][CH:16]=3)[CH:11]=[CH:10][CH:9]=2)[C:5]2[CH:18]=[C:19]([N:25]3[CH2:30][CH2:29][O:28][CH2:27][CH2:26]3)[CH:20]=[C:21]([C:22]([NH2:24])=O)[C:4]=2[N:3]=1.O=P(Cl)(Cl)Cl. (8) Given the product [CH3:1][O:2][C:3]([C@@H:5]1[CH2:9][C@@H:8]([N:10]([CH3:11])[CH3:12])[CH2:7][NH:6]1)=[O:4], predict the reactants needed to synthesize it. The reactants are: [CH3:1][O:2][C:3]([C@@H:5]1[CH2:9][C@@H:8]([N:10]([CH3:12])[CH3:11])[CH2:7][N:6]1C(OCC1C=CC=CC=1)=O)=[O:4].